Dataset: Forward reaction prediction with 1.9M reactions from USPTO patents (1976-2016). Task: Predict the product of the given reaction. Given the reactants [N+:1]([C:4]1[CH:13]=[C:12]2[C:7]([C:8]([OH:14])=[CH:9][N:10]=[CH:11]2)=[CH:6][CH:5]=1)([O-:3])=[O:2].C([O-])([O-])=O.[K+].[K+].[CH2:21](Br)[C:22]1[CH:27]=[CH:26][CH:25]=[CH:24][CH:23]=1, predict the reaction product. The product is: [CH2:21]([O:14][C:8]1[C:7]2[C:12](=[CH:13][C:4]([N+:1]([O-:3])=[O:2])=[CH:5][CH:6]=2)[CH:11]=[N:10][CH:9]=1)[C:22]1[CH:27]=[CH:26][CH:25]=[CH:24][CH:23]=1.